Dataset: Forward reaction prediction with 1.9M reactions from USPTO patents (1976-2016). Task: Predict the product of the given reaction. (1) Given the reactants [Cl:1][C:2]1[CH:3]=[CH:4][C:5]2[O:9][C:8]([C:10]3[CH:42]=[CH:41][C:13]([CH2:14][O:15][C:16]4[CH:21]=[CH:20][C:19]([F:22])=[CH:18][C:17]=4[CH2:23][CH2:24][NH:25][CH:26]4[CH2:35][CH2:34][CH2:33][C:32]5[N:31]=[C:30]([C:36]([O:38][CH2:39][CH3:40])=[O:37])[CH:29]=[CH:28][C:27]4=5)=[CH:12][CH:11]=3)=[N:7][C:6]=2[CH:43]=1.I[CH2:45][CH2:46][C:47]1[CH:56]=[CH:55][C:50]([C:51]([O:53][CH3:54])=[O:52])=[CH:49][CH:48]=1.C(=O)([O-])[O-].[Na+].[Na+].C(OCC)(=O)C, predict the reaction product. The product is: [Cl:1][C:2]1[CH:3]=[CH:4][C:5]2[O:9][C:8]([C:10]3[CH:11]=[CH:12][C:13]([CH2:14][O:15][C:16]4[CH:21]=[CH:20][C:19]([F:22])=[CH:18][C:17]=4[CH2:23][CH2:24][N:25]([CH2:45][CH2:46][C:47]4[CH:56]=[CH:55][C:50]([C:51]([O:53][CH3:54])=[O:52])=[CH:49][CH:48]=4)[CH:26]4[CH2:35][CH2:34][CH2:33][C:32]5[N:31]=[C:30]([C:36]([O:38][CH2:39][CH3:40])=[O:37])[CH:29]=[CH:28][C:27]4=5)=[CH:41][CH:42]=3)=[N:7][C:6]=2[CH:43]=1. (2) Given the reactants C(=O)([O-])[O-].[K+].[K+].[NH2:7][C:8]1[C:19]([O:20][C:21]2[CH:26]=[CH:25][CH:24]=[C:23]([OH:27])[CH:22]=2)=[CH:18][C:11]2[N:12]([CH3:17])[C:13](=[O:16])[N:14]([CH3:15])[C:10]=2[CH:9]=1.[Cl:28][C:29]1[CH:34]=[CH:33][C:32]([CH2:35]Cl)=[CH:31][N:30]=1, predict the reaction product. The product is: [NH2:7][C:8]1[C:19]([O:20][C:21]2[CH:26]=[CH:25][CH:24]=[C:23]([O:27][CH2:35][C:32]3[CH:31]=[N:30][C:29]([Cl:28])=[CH:34][CH:33]=3)[CH:22]=2)=[CH:18][C:11]2[N:12]([CH3:17])[C:13](=[O:16])[N:14]([CH3:15])[C:10]=2[CH:9]=1. (3) Given the reactants Br[C:2]1[N:6]2[N:7]=[C:8]([NH:11][CH2:12][CH2:13][CH2:14][CH3:15])[CH:9]=[CH:10][C:5]2=[N:4][CH:3]=1.[F:16][C:17]1[CH:31]=[C:30](B2OC(C)(C)C(C)(C)O2)[CH:29]=[CH:28][C:18]=1[CH2:19][NH:20][C:21](=[O:27])[O:22][C:23]([CH3:26])([CH3:25])[CH3:24].P([O-])([O-])([O-])=O.[K+].[K+].[K+], predict the reaction product. The product is: [CH2:12]([NH:11][C:8]1[CH:9]=[CH:10][C:5]2[N:6]([C:2]([C:30]3[CH:29]=[CH:28][C:18]([CH2:19][NH:20][C:21](=[O:27])[O:22][C:23]([CH3:26])([CH3:24])[CH3:25])=[C:17]([F:16])[CH:31]=3)=[CH:3][N:4]=2)[N:7]=1)[CH2:13][CH2:14][CH3:15]. (4) Given the reactants [F:1][C:2]1[CH:3]=[C:4]2[C:8](=[CH:9][CH:10]=1)[N:7]([C@@H:11]([C:26]1[CH:31]=[CH:30][CH:29]=[CH:28][CH:27]=1)[C@H:12]([OH:25])[CH2:13]OS(C1C=CC(C)=CC=1)(=O)=O)[CH:6]=[C:5]2[CH3:32].[OH-].[NH4+:34], predict the reaction product. The product is: [NH2:34][CH2:13][CH:12]([OH:25])[CH:11]([N:7]1[C:8]2[C:4](=[CH:3][C:2]([F:1])=[CH:10][CH:9]=2)[C:5]([CH3:32])=[CH:6]1)[C:26]1[CH:31]=[CH:30][CH:29]=[CH:28][CH:27]=1. (5) Given the reactants [Br:1][C:2]1[CH:8]=[CH:7][C:6]([F:9])=[CH:5][C:3]=1[NH2:4].N([O-])=[O:11].[Na+].[C:14]([O-])(=O)[CH3:15].[K+].[O:19]=[C:20]1[CH2:24][CH2:23][CH2:22][CH:21]1[C:25]([O:27][CH2:28][CH3:29])=[O:26], predict the reaction product. The product is: [Br:1][C:2]1[CH:8]=[CH:7][C:6]([F:9])=[C:5]2[C:3]=1[NH:4][C:21]([C:25]([O:27][CH2:28][CH3:29])=[O:26])=[C:22]2[CH2:23][CH2:24][C:20]([O:19][CH2:14][CH3:15])=[O:11]. (6) Given the reactants [Cl:1][C:2]1[CH:7]=[C:6]([N:8]=[C:9]=[S:10])[CH:5]=[C:4]([C:11]([F:14])([F:13])[F:12])[C:3]=1[C:15]1[CH:20]=[CH:19][C:18]([C@@H:21]([NH:23][S:24]([CH3:27])(=[O:26])=[O:25])[CH3:22])=[CH:17][CH:16]=1.[N:28]#[C:29][NH2:30].[Na].[CH3:32]I, predict the reaction product. The product is: [Cl:1][C:2]1[CH:7]=[C:6]([N:8]([NH:28][C:29]#[N:30])[CH2:9][S:10][CH3:32])[CH:5]=[C:4]([C:11]([F:13])([F:14])[F:12])[C:3]=1[C:15]1[CH:16]=[CH:17][C:18]([C@@H:21]([NH:23][S:24]([CH3:27])(=[O:25])=[O:26])[CH3:22])=[CH:19][CH:20]=1.